This data is from Full USPTO retrosynthesis dataset with 1.9M reactions from patents (1976-2016). The task is: Predict the reactants needed to synthesize the given product. (1) Given the product [Cl:38][C:26]1[C:27]([C:29]2[N:33]3[CH:34]=[CH:35][CH:36]=[CH:37][C:32]3=[N:31][CH:30]=2)=[N:28][C:17]([NH:16][C:13]2[CH:14]=[CH:15][C:10]([CH:8]3[CH2:9][N:6]([C:3](=[O:5])[CH3:4])[CH2:7]3)=[CH:11][C:12]=2[O:20][CH3:21])=[N:24][CH:25]=1, predict the reactants needed to synthesize it. The reactants are: [H-].[Na+].[C:3]([N:6]1[CH2:9][CH:8]([C:10]2[CH:15]=[CH:14][C:13]([NH:16][C:17](=O)C)=[C:12]([O:20][CH3:21])[CH:11]=2)[CH2:7]1)(=[O:5])[CH3:4].ClC1[N:28]=[C:27]([C:29]2[N:33]3[CH:34]=[CH:35][CH:36]=[CH:37][C:32]3=[N:31][CH:30]=2)[C:26]([Cl:38])=[CH:25][N:24]=1.[OH-].[Na+]. (2) Given the product [NH2:1][C@H:2]1[C:7]([F:8])([F:9])[CH2:6][CH2:5][CH2:4][C@H:3]1[NH:10][C:11]1[N:12]=[C:13]([NH:19][C:20]2[CH:25]=[CH:24][CH:23]=[CH:22][CH:21]=2)[C:14]([C:17]([NH2:18])=[O:32])=[N:15][CH:16]=1, predict the reactants needed to synthesize it. The reactants are: [NH2:1][C@H:2]1[C:7]([F:9])([F:8])[CH2:6][CH2:5][CH2:4][C@H:3]1[NH:10][C:11]1[N:12]=[C:13]([NH:19][C:20]2[CH:25]=[CH:24][CH:23]=[CH:22][CH:21]=2)[C:14]([C:17]#[N:18])=[N:15][CH:16]=1.[OH-].[Na+].OO.CC(O)=[O:32]. (3) Given the product [C:25]([C@H:2]1[CH2:19][CH2:18][C@@:17]2([CH3:20])[C:4](=[CH:5][C:6](=[O:22])[C@@H:7]3[C@@H:16]2[CH2:15][CH2:14][C@@:12]2([CH3:13])[C@H:8]3[CH2:9][CH2:10][C@@H:11]2[C:25]([O:24][CH3:23])=[O:26])[CH2:3]1)([O:24][CH3:23])=[O:26], predict the reactants needed to synthesize it. The reactants are: O[C@H:2]1[CH2:19][CH2:18][C@@:17]2([CH3:20])[C:4](=[CH:5][C:6](=[O:22])[C@@H:7]3[C@@H:16]2[CH2:15][CH2:14][C@@:12]2([CH3:13])[C@H:8]3[CH2:9][CH2:10][C@@H:11]2O)[CH2:3]1.[CH3:23][O:24][C:25](Cl)=[O:26]. (4) Given the product [CH:26]1([C:29]2[C:30]([O:39][CH2:40][C:41]3([CH3:49])[CH2:46][CH2:45][C:44]([F:48])([F:47])[CH2:43][CH2:42]3)=[CH:31][C:32]([F:38])=[C:33]([CH:37]=2)[C:34]([NH:61][S:58]([CH:55]2[CH2:57][CH2:56]2)(=[O:60])=[O:59])=[O:35])[CH2:27][CH2:28]1, predict the reactants needed to synthesize it. The reactants are: C1(C2C(OCC3(C(F)(F)F)CCCCC3)=CC(F)=C(C=2)C(O)=O)CC1.[CH:26]1([C:29]2[C:30]([O:39][CH2:40][C:41]3([CH3:49])[CH2:46][CH2:45][C:44]([F:48])([F:47])[CH2:43][CH2:42]3)=[CH:31][C:32]([F:38])=[C:33]([CH:37]=2)[C:34](O)=[O:35])[CH2:28][CH2:27]1.CS(N)(=O)=O.[CH:55]1([S:58]([NH2:61])(=[O:60])=[O:59])[CH2:57][CH2:56]1. (5) Given the product [N:20]([CH2:7][C@H:6]1[O:9][C@@H:1]([N:10]2[C:19]3[N:18]=[CH:17][N:16]=[C:14]([OH:15])[C:13]=3[N:12]=[CH:11]2)[C@H:2]([OH:3])[C@@H:4]1[OH:5])=[N+:21]=[N-:22], predict the reactants needed to synthesize it. The reactants are: [C@@H:1]1([N:10]2[C:19]3[N:18]=[CH:17][N:16]=[C:14]([OH:15])[C:13]=3[N:12]=[CH:11]2)[O:9][C@H:6]([CH2:7]O)[C@@H:4]([OH:5])[C@H:2]1[OH:3].[N-:20]=[N+:21]=[N-:22].[Li+].C1(P(C2C=CC=CC=2)C2C=CC=CC=2)C=CC=CC=1.C(Br)(Br)(Br)Br. (6) The reactants are: [CH2:1]([O:8][C:9]1[CH:14]=CC(NC2C3C(=CC=C(Br)C=3)N=CN=2)=CC=1)[C:2]1[CH:7]=C[CH:5]=[CH:4][CH:3]=1.CN1C([Sn](CCCC)(CCCC)CCCC)=CN=N1.[O:46]1CCOCC1. Given the product [C:9]([O:8][CH2:1][CH3:2])(=[O:46])[CH3:14].[CH3:5][CH2:4][CH2:3][CH:2]([CH3:7])[CH3:1], predict the reactants needed to synthesize it. (7) Given the product [CH:1]1([C:6]2[CH:33]=[CH:32][C:9]([CH2:10][O:11][C:12]3[CH:20]=[CH:19][C:18]4[N:17]5[CH2:21][CH2:22][CH:23]([CH2:24][C:25]([O:27][C:28]([CH3:31])([CH3:29])[CH3:30])=[O:26])[C:16]5=[C:15]([I:38])[C:14]=4[CH:13]=3)=[CH:8][C:7]=2[C:34]([F:37])([F:35])[F:36])[CH2:5][CH2:4][CH2:3][CH2:2]1, predict the reactants needed to synthesize it. The reactants are: [CH:1]1([C:6]2[CH:33]=[CH:32][C:9]([CH2:10][O:11][C:12]3[CH:20]=[CH:19][C:18]4[N:17]5[CH2:21][CH2:22][CH:23]([CH2:24][C:25]([O:27][C:28]([CH3:31])([CH3:30])[CH3:29])=[O:26])[C:16]5=[CH:15][C:14]=4[CH:13]=3)=[CH:8][C:7]=2[C:34]([F:37])([F:36])[F:35])[CH2:5][CH2:4][CH2:3][CH2:2]1.[I:38]N1C(=O)CCC1=O.